This data is from Catalyst prediction with 721,799 reactions and 888 catalyst types from USPTO. The task is: Predict which catalyst facilitates the given reaction. (1) Reactant: [NH2:1][C:2]1[C:6]([CH3:7])=[CH:5][S:4][C:3]=1[C:8]([O:10]C)=O.[O-:12][C:13]#[N:14].[K+]. Product: [CH3:7][C:6]1[C:2]2[NH:1][C:13](=[O:12])[NH:14][C:8](=[O:10])[C:3]=2[S:4][CH:5]=1. The catalyst class is: 86. (2) Reactant: [N:1]([CH2:4][CH:5]1[CH2:9][C:8]2[CH:10]=[C:11]([CH3:15])[CH:12]=[C:13]([Cl:14])[C:7]=2[O:6]1)=[N+]=[N-]. Product: [Cl:14][C:13]1[C:7]2[O:6][CH:5]([CH2:4][NH2:1])[CH2:9][C:8]=2[CH:10]=[C:11]([CH3:15])[CH:12]=1. The catalyst class is: 8. (3) Reactant: [C:1](OC1C(F)=C(F)C(F)=C(F)C=1F)(=[O:4])[CH:2]=[CH2:3].[CH3:17][O:18][C:19]1[CH:24]=[C:23]([N:25]2[CH2:30][CH2:29][N:28]([CH3:31])[CH2:27][CH2:26]2)[C:22]([NH2:32])=[CH:21][C:20]=1[NH:33][C:34]1[N:39]=[C:38]([C:40]2[CH:41]=[N:42][N:43]3[CH:48]=[CH:47][CH:46]=[CH:45][C:44]=23)[CH:37]=[CH:36][N:35]=1. Product: [CH3:17][O:18][C:19]1[C:20]([NH:33][C:34]2[N:39]=[C:38]([C:40]3[CH:41]=[N:42][N:43]4[CH:48]=[CH:47][CH:46]=[CH:45][C:44]=34)[CH:37]=[CH:36][N:35]=2)=[CH:21][C:22]([NH:32][C:1](=[O:4])[CH:2]=[CH2:3])=[C:23]([N:25]2[CH2:30][CH2:29][N:28]([CH3:31])[CH2:27][CH2:26]2)[CH:24]=1. The catalyst class is: 85. (4) Reactant: [NH2:1][C:2]1[C:3]2[N:4]([N:21]=[N:22][N:23]=2)[C:5]([CH3:20])=[C:6]([CH3:19])[C:7]=1[NH:8][CH2:9][CH2:10][NH:11][C:12](=[O:18])[O:13][C:14]([CH3:17])([CH3:16])[CH3:15].[C:24](OCC)(OCC)(OCC)[CH3:25].Cl.N1C=CC=CC=1. Product: [CH3:20][C:5]1[N:4]2[N:21]=[N:22][N:23]=[C:3]2[C:2]2[N:1]=[C:24]([CH3:25])[N:8]([CH2:9][CH2:10][NH:11][C:12](=[O:18])[O:13][C:14]([CH3:15])([CH3:16])[CH3:17])[C:7]=2[C:6]=1[CH3:19]. The catalyst class is: 11. (5) The catalyst class is: 168. Reactant: C(N=C=NC(C)C)(C)C.[C:10]([O:14][C:15]([N:17]1[CH2:21][C:20](=[N:22][O:23][CH3:24])[CH2:19][C@H:18]1[C:25]([OH:27])=O)=[O:16])([CH3:13])([CH3:12])[CH3:11].[C:28](=[N:31]O)([NH2:30])[CH3:29]. Product: [CH3:24][O:23][N:22]=[C:20]1[CH2:21][N:17]([C:15]([O:14][C:10]([CH3:11])([CH3:12])[CH3:13])=[O:16])[C@H:18]([C:25]2[O:27][N:31]=[C:28]([CH3:29])[N:30]=2)[CH2:19]1. (6) Reactant: [C:1](O)(=O)[C:2]([CH3:5])([CH3:4])[CH3:3].[NH:8]([C:10](=[S:12])[NH2:11])[NH2:9].[OH-].[NH4+]. Product: [C:2]([C:1]1[S:12][C:10]([NH2:11])=[N:8][N:9]=1)([CH3:5])([CH3:4])[CH3:3]. The catalyst class is: 65. (7) Reactant: [CH:1]([NH:4]C(C)C)(C)[CH3:2].[Li+].CCC[CH2-].C(#N)C.[F:16][C:17]([F:27])([F:26])[C:18]1[CH:25]=[CH:24][C:21]([C:22]#[N:23])=[CH:20][CH:19]=1. The catalyst class is: 20. Product: [NH2:23]/[C:22](/[C:21]1[CH:24]=[CH:25][C:18]([C:17]([F:26])([F:27])[F:16])=[CH:19][CH:20]=1)=[CH:2]\[C:1]#[N:4].